Dataset: Retrosynthesis with 50K atom-mapped reactions and 10 reaction types from USPTO. Task: Predict the reactants needed to synthesize the given product. (1) The reactants are: Cc1cnc2c(c1)CCCC2NC(=S)NC(=O)c1ccccc1. Given the product Cc1cnc2c(c1)CCCC2NC(N)=S, predict the reactants needed to synthesize it. (2) Given the product O=C(O)COc1ccc2cc(-c3ccc(-c4ccccc4)n3Cc3ccc(C(F)(F)F)cc3)ccc2c1, predict the reactants needed to synthesize it. The reactants are: COC(=O)COc1ccc2cc(-c3ccc(-c4ccccc4)n3Cc3ccc(C(F)(F)F)cc3)ccc2c1. (3) Given the product CC(C)N1CCC(Oc2ccc([N+](=O)[O-])cc2)(c2ccccc2)CC1, predict the reactants needed to synthesize it. The reactants are: CC(C)Br.O=[N+]([O-])c1ccc(OC2(c3ccccc3)CCNCC2)cc1.